From a dataset of Full USPTO retrosynthesis dataset with 1.9M reactions from patents (1976-2016). Predict the reactants needed to synthesize the given product. (1) The reactants are: [Cl:1][C:2]1[C:10]([CH3:11])=[CH:9][CH:8]=[C:7]2[C:3]=1[CH:4]=[CH:5][NH:6]2.[C:12](O[C:12]([O:14][C:15]([CH3:18])([CH3:17])[CH3:16])=[O:13])([O:14][C:15]([CH3:18])([CH3:17])[CH3:16])=[O:13]. Given the product [C:15]([O:14][C:12]([N:6]1[C:7]2[C:3](=[C:2]([Cl:1])[C:10]([CH3:11])=[CH:9][CH:8]=2)[CH:4]=[CH:5]1)=[O:13])([CH3:18])([CH3:17])[CH3:16], predict the reactants needed to synthesize it. (2) The reactants are: [F:1][C:2]1[CH:3]=[C:4]2[C:8](=[C:9]([F:11])[CH:10]=1)[NH:7][CH:6]=[C:5]2[CH2:12][CH2:13][CH2:14][NH:15][CH:16]1[CH2:25][C:24]2[C:19](=[C:20]([C:27]([NH2:29])=[O:28])[CH:21]=[CH:22][C:23]=2[F:26])[O:18][CH2:17]1.[CH:30](=O)[CH2:31][CH3:32].C(O)(=O)C.C([BH3-])#N.[Na+]. Given the product [F:1][C:2]1[CH:3]=[C:4]2[C:8](=[C:9]([F:11])[CH:10]=1)[NH:7][CH:6]=[C:5]2[CH2:12][CH2:13][CH2:14][N:15]([CH2:30][CH2:31][CH3:32])[CH:16]1[CH2:25][C:24]2[C:19](=[C:20]([C:27]([NH2:29])=[O:28])[CH:21]=[CH:22][C:23]=2[F:26])[O:18][CH2:17]1, predict the reactants needed to synthesize it. (3) The reactants are: BrCC1CC1(F)F.Br[CH2:9][CH:10]([CH3:12])[CH3:11].[CH3:13][C:14]1[N:15]=[C:16]([N:24]2[CH2:28][CH2:27][NH:26][C:25]2=[O:29])[S:17][C:18]=1[C:19]([O:21][CH2:22][CH3:23])=[O:20]. Given the product [CH2:9]([N:26]1[CH2:27][CH2:28][N:24]([C:16]2[S:17][C:18]([C:19]([O:21][CH2:22][CH3:23])=[O:20])=[C:14]([CH3:13])[N:15]=2)[C:25]1=[O:29])[CH:10]([CH3:12])[CH3:11], predict the reactants needed to synthesize it.